Predict the reaction yield, written as a fraction of the theoretical maximum amount of product (1.0 means a 100% yield; for example, 0.34 means a 34% yield). From a dataset of Reaction yield outcomes from USPTO patents with 853,638 reactions. (1) The reactants are Cl[C:2]1[N:11]=[CH:10][C:9]2[N:8]([CH3:12])[C:7](=[O:13])[CH2:6][N:5]([CH:14]([CH3:16])[CH3:15])[C:4]=2[N:3]=1.[NH2:17][C:18]1[CH:19]=[C:20]([CH:24]=[C:25]([C:27]([F:30])([F:29])[F:28])[CH:26]=1)[C:21]([OH:23])=[O:22].Cl. The catalyst is O.O1CCOCC1. The product is [CH:14]([N:5]1[C:4]2[N:3]=[C:2]([NH:17][C:18]3[CH:19]=[C:20]([CH:24]=[C:25]([C:27]([F:28])([F:29])[F:30])[CH:26]=3)[C:21]([OH:23])=[O:22])[N:11]=[CH:10][C:9]=2[N:8]([CH3:12])[C:7](=[O:13])[CH2:6]1)([CH3:16])[CH3:15]. The yield is 0.800. (2) The reactants are [Cl:1][C:2]1[CH:3]=[C:4]([CH:26]=[CH:27][CH:28]=1)[O:5][C:6]1[CH:15]=[CH:14][C:13]2[NH:12][CH:11]([CH:16]3[CH2:21][CH2:20][CH2:19][CH2:18][CH2:17]3)[CH:10]3[CH2:22][CH2:23][CH2:24][O:25][CH:9]3[C:8]=2[CH:7]=1.Cl. The catalyst is CC(C)=O. The product is [ClH:1].[Cl:1][C:2]1[CH:3]=[C:4]([CH:26]=[CH:27][CH:28]=1)[O:5][C:6]1[CH:15]=[CH:14][C:13]2[NH:12][CH:11]([CH:16]3[CH2:17][CH2:18][CH2:19][CH2:20][CH2:21]3)[CH:10]3[CH2:22][CH2:23][CH2:24][O:25][CH:9]3[C:8]=2[CH:7]=1. The yield is 0.760. (3) The reactants are Cl.Cl.[Br:3][C:4]1[CH:5]=[C:6]([O:17][CH:18]2[CH2:22][CH2:21][NH:20][CH2:19]2)[C:7]([NH:10][C:11]2[S:12][CH:13]=[C:14]([CH3:16])[N:15]=2)=[N:8][CH:9]=1.C(N(CC)CC)C.[C:30]([Cl:33])(=[O:32])[CH3:31].Cl. The catalyst is O.C1COCC1. The product is [ClH:33].[Br:3][C:4]1[CH:5]=[C:6]([O:17][CH:18]2[CH2:22][CH2:21][N:20]([C:30](=[O:32])[CH3:31])[CH2:19]2)[C:7]([NH:10][C:11]2[S:12][CH:13]=[C:14]([CH3:16])[N:15]=2)=[N:8][CH:9]=1. The yield is 0.226.